Predict the reaction yield, written as a fraction of the theoretical maximum amount of product (1.0 means a 100% yield; for example, 0.34 means a 34% yield). From a dataset of Reaction yield outcomes from USPTO patents with 853,638 reactions. (1) No catalyst specified. The yield is 0.790. The product is [CH2:1]([N:5]1[CH:9]=[C:8]([C:10]2[CH:15]=[CH:14][C:13]([Cl:16])=[CH:12][C:11]=2[Cl:17])[N:7]=[C:6]1[C@@H:18]([NH:27][C:28]([C@H:30]1[CH2:35][CH2:34][C@H:33]([CH2:36][CH3:37])[CH2:32][CH2:31]1)=[O:29])[CH2:19][C:20]1[CH:21]=[CH:22][C:23]([O:26][CH2:39][C:40]2[CH:49]=[CH:48][C:43]([C:44]([OH:46])=[O:45])=[CH:42][CH:41]=2)=[CH:24][CH:25]=1)/[CH:2]=[CH:3]\[CH3:4]. The reactants are [CH2:1]([N:5]1[CH:9]=[C:8]([C:10]2[CH:15]=[CH:14][C:13]([Cl:16])=[CH:12][C:11]=2[Cl:17])[N:7]=[C:6]1[C@@H:18]([NH:27][C:28]([C@H:30]1[CH2:35][CH2:34][C@H:33]([CH2:36][CH3:37])[CH2:32][CH2:31]1)=[O:29])[CH2:19][C:20]1[CH:25]=[CH:24][C:23]([OH:26])=[CH:22][CH:21]=1)/[CH:2]=[CH:3]\[CH3:4].Br[CH2:39][C:40]1[CH:49]=[CH:48][C:43]([C:44]([O:46]C)=[O:45])=[CH:42][CH:41]=1. (2) The reactants are [Br:1]N1C(=O)CCC1=O.[Cl:9][C:10]1[C:11]2[CH:18]=[CH:17][N:16]([Si:19]([CH:26]([CH3:28])[CH3:27])([CH:23]([CH3:25])[CH3:24])[CH:20]([CH3:22])[CH3:21])[C:12]=2[N:13]=[CH:14][N:15]=1. The catalyst is C(Cl)Cl. The product is [Br:1][C:18]1[C:11]2[C:10]([Cl:9])=[N:15][CH:14]=[N:13][C:12]=2[N:16]([Si:19]([CH:23]([CH3:25])[CH3:24])([CH:26]([CH3:28])[CH3:27])[CH:20]([CH3:21])[CH3:22])[CH:17]=1. The yield is 0.720. (3) The reactants are [NH2:1][C:2]1[S:3][C:4]([C:8]([O:10]CC)=[O:9])=[C:5]([CH3:7])[N:6]=1.[OH-].[Na+]. The catalyst is O1CCCC1.O. The product is [NH2:1][C:2]1[S:3][C:4]([C:8]([OH:10])=[O:9])=[C:5]([CH3:7])[N:6]=1. The yield is 0.940. (4) The reactants are O[CH:2]1[O:6][C:5](=O)[CH:4]=[C:3]1[C:8]1[CH:13]=[CH:12][C:11]([O:14][CH3:15])=[CH:10][CH:9]=1.O.[NH2:17][NH2:18]. The catalyst is C(O)C. The product is [CH3:15][O:14][C:11]1[CH:12]=[CH:13][C:8]([C:3]2[CH:2]=[N:18][NH:17][C:5](=[O:6])[CH:4]=2)=[CH:9][CH:10]=1. The yield is 0.870. (5) The reactants are [F:1][C:2]1[C:11]([O:12][CH2:13][C@H:14]2[CH2:16][O:15]2)=[C:10]2[C:5]([CH:6]=[CH:7][C:8]([O:17]C)=[N:9]2)=[N:4][CH:3]=1.FC(F)(F)S([O-])(=O)=O.[Yb+3].FC(F)(F)S([O-])(=O)=O.FC(F)(F)S([O-])(=O)=O. No catalyst specified. The product is [F:1][C:2]1[CH:3]=[N:4][C:5]2[CH:6]=[CH:7][C:8](=[O:17])[N:9]3[C@@H:14]([CH2:16][OH:15])[CH2:13][O:12][C:11]=1[C:10]=23. The yield is 0.910. (6) The reactants are Cl[CH2:2][CH2:3][NH:4][C:5]([NH:7][CH2:8][CH2:9][O:10][C:11]([F:14])([F:13])[F:12])=[O:6].[H-].[Na+]. The catalyst is C1COCC1. The product is [F:12][C:11]([F:14])([F:13])[O:10][CH2:9][CH2:8][N:7]1[CH2:2][CH2:3][NH:4][C:5]1=[O:6]. The yield is 0.420. (7) The reactants are [CH3:1][O:2][C:3]1[CH:10]=[C:9]([O:11][CH3:12])[CH:8]=[CH:7][C:4]=1[CH2:5][NH2:6].C(N(CC)CC)C.Cl[C:21](=[O:27])[C:22]([O:24][CH2:25][CH3:26])=[O:23]. The catalyst is C1COCC1. The product is [CH2:25]([O:24][C:22](=[O:23])[C:21]([NH:6][CH2:5][C:4]1[CH:7]=[CH:8][C:9]([O:11][CH3:12])=[CH:10][C:3]=1[O:2][CH3:1])=[O:27])[CH3:26]. The yield is 0.920. (8) The reactants are Cl[C:2]1[CH:7]=[CH:6][C:5]([N+:8]([O-:10])=[O:9])=[CH:4][CH:3]=1.[CH3:11][N:12]1[CH2:17][CH2:16][CH:15]([CH2:18][OH:19])[CH2:14][CH2:13]1.CS(C)=O.[H-].[Na+]. The catalyst is O. The product is [CH3:11][N:12]1[CH2:17][CH2:16][CH:15]([CH2:18][O:19][C:2]2[CH:7]=[CH:6][C:5]([N+:8]([O-:10])=[O:9])=[CH:4][CH:3]=2)[CH2:14][CH2:13]1. The yield is 0.830. (9) The reactants are C(OC(=O)[NH:7][C:8]1[CH:12]=[C:11]([C:13](=[O:32])[NH:14][C:15]2[CH:20]=[CH:19][CH:18]=[CH:17][C:16]=2/[CH:21]=[CH:22]/[C:23]2[C:31]3[C:26](=[CH:27][CH:28]=[CH:29][CH:30]=3)[NH:25][N:24]=2)[N:10]([CH3:33])[CH:9]=1)(C)(C)C.[F:35][C:36]([F:41])([F:40])[C:37]([OH:39])=[O:38]. The catalyst is C(Cl)Cl. The product is [F:35][C:36]([F:41])([F:40])[C:37]([OH:39])=[O:38].[NH2:7][C:8]1[CH:12]=[C:11]([C:13]([NH:14][C:15]2[CH:20]=[CH:19][CH:18]=[CH:17][C:16]=2/[CH:21]=[CH:22]/[C:23]2[C:31]3[C:26](=[CH:27][CH:28]=[CH:29][CH:30]=3)[NH:25][N:24]=2)=[O:32])[N:10]([CH3:33])[CH:9]=1. The yield is 0.960. (10) The reactants are FC(F)(F)[C:3](O)=[O:4].[CH3:8][CH:9]([S:11]([N:14]1[CH2:19][CH2:18][CH:17]([C:20]2[C:28]3[C:23](=[C:24]([C:40]([NH2:42])=[O:41])[CH:25]=[C:26]([C:29]4[CH:33]=[C:32]([CH2:34][N:35]([CH3:39])[CH2:36][CH2:37]C)[S:31][CH:30]=4)[CH:27]=3)[NH:22][CH:21]=2)[CH2:16][CH2:15]1)(=[O:13])=[O:12])[CH3:10].CNCCC. No catalyst specified. The product is [CH3:10][CH:9]([S:11]([N:14]1[CH2:19][CH2:18][CH:17]([C:20]2[C:28]3[C:23](=[C:24]([C:40]([NH2:42])=[O:41])[CH:25]=[C:26]([C:29]4[CH:33]=[C:32]([CH2:34][N:35]([CH3:39])[CH2:36][CH2:37][O:4][CH3:3])[S:31][CH:30]=4)[CH:27]=3)[NH:22][CH:21]=2)[CH2:16][CH2:15]1)(=[O:13])=[O:12])[CH3:8]. The yield is 0.694.